This data is from Forward reaction prediction with 1.9M reactions from USPTO patents (1976-2016). The task is: Predict the product of the given reaction. (1) Given the reactants [CH3:1][O:2][C:3]1[CH:25]=[CH:24][C:6]([CH2:7][O:8][CH2:9][C:10]2[CH:11]=[C:12]3[CH:18]=[C:17]([C:19](N(C)C)=[O:20])[O:16][C:13]3=[N:14][CH:15]=2)=[CH:5][CH:4]=1.[OH-:26].[K+], predict the reaction product. The product is: [CH3:1][O:2][C:3]1[CH:25]=[CH:24][C:6]([CH2:7][O:8][CH2:9][C:10]2[CH:11]=[C:12]3[CH:18]=[C:17]([C:19]([OH:26])=[O:20])[O:16][C:13]3=[N:14][CH:15]=2)=[CH:5][CH:4]=1. (2) Given the reactants [NH2:1][C:2]1([O:9][CH2:10][CH3:11])[CH:7]=[CH:6][C:5]([OH:8])=[CH:4][CH2:3]1.C(=O)([O-])[O-].[K+].[K+].Cl[C:19]1C=CC=C[CH:20]=1.[CH2:25](I)[CH3:26], predict the reaction product. The product is: [CH2:19]([N:1]([CH2:25][CH3:26])[C:2]1([O:9][CH2:10][CH3:11])[CH:3]=[CH:4][C:5]([OH:8])=[CH:6][CH2:7]1)[CH3:20]. (3) Given the reactants Cl.Br[C:3]1[C:4]([F:10])=[CH:5][C:6]([NH2:9])=[N:7][CH:8]=1.[CH2:11]([Sn](CCCC)(CCCC)C=C)[CH2:12]CC, predict the reaction product. The product is: [F:10][C:4]1[C:3]([CH:11]=[CH2:12])=[CH:8][N:7]=[C:6]([NH2:9])[CH:5]=1. (4) Given the reactants [F:1][C:2]1[CH:3]=[C:4]([CH:14]([NH:16][C:17]([C:19]2[N:20]=[C:21](Cl)[O:22][CH:23]=2)=[O:18])[CH3:15])[CH:5]=[C:6]([F:13])[C:7]=1[NH:8][S:9]([CH3:12])(=[O:11])=[O:10].[Cl:25][C:26]1[CH:31]=[CH:30][C:29]([C:32]([F:35])([F:34])[F:33])=[CH:28][C:27]=1[OH:36], predict the reaction product. The product is: [F:1][C:2]1[CH:3]=[C:4]([CH:14]([NH:16][C:17]([C:19]2[N:20]=[C:21]([O:36][C:27]3[CH:28]=[C:29]([C:32]([F:33])([F:34])[F:35])[CH:30]=[CH:31][C:26]=3[Cl:25])[O:22][CH:23]=2)=[O:18])[CH3:15])[CH:5]=[C:6]([F:13])[C:7]=1[NH:8][S:9]([CH3:12])(=[O:11])=[O:10].